Dataset: NCI-60 drug combinations with 297,098 pairs across 59 cell lines. Task: Regression. Given two drug SMILES strings and cell line genomic features, predict the synergy score measuring deviation from expected non-interaction effect. (1) Drug 1: COC1=CC(=CC(=C1O)OC)C2C3C(COC3=O)C(C4=CC5=C(C=C24)OCO5)OC6C(C(C7C(O6)COC(O7)C8=CC=CS8)O)O. Drug 2: CC1=C(C=C(C=C1)NC(=O)C2=CC=C(C=C2)CN3CCN(CC3)C)NC4=NC=CC(=N4)C5=CN=CC=C5. Cell line: OVCAR3. Synergy scores: CSS=20.2, Synergy_ZIP=-2.88, Synergy_Bliss=3.03, Synergy_Loewe=-19.3, Synergy_HSA=1.41. (2) Drug 1: C1=NC2=C(N=C(N=C2N1C3C(C(C(O3)CO)O)O)F)N. Drug 2: C1CCC(C(C1)N)N.C(=O)(C(=O)[O-])[O-].[Pt+4]. Cell line: T-47D. Synergy scores: CSS=17.9, Synergy_ZIP=-10.5, Synergy_Bliss=-0.491, Synergy_Loewe=1.10, Synergy_HSA=2.09.